From a dataset of Forward reaction prediction with 1.9M reactions from USPTO patents (1976-2016). Predict the product of the given reaction. (1) Given the reactants [CH3:1][CH:2]([OH:8])[CH2:3][CH2:4][CH:5]([OH:7])[CH3:6].[O:9]1[CH2:13][CH2:12][CH2:11][CH2:10]1.N1C=C[CH:17]=[CH:16][CH:15]=1.[C:20](Cl)(=[O:27])[C:21]1[CH:26]=[CH:25][CH:24]=[CH:23][CH:22]=1, predict the reaction product. The product is: [C:13]([O:7][CH:5]([CH2:4][CH2:3][CH:2]([O:8][C:20](=[O:27])[C:21]1[CH:26]=[CH:25][CH:24]=[CH:23][CH:22]=1)[CH3:1])[CH3:6])(=[O:9])[C:12]1[CH:17]=[CH:16][CH:15]=[CH:10][CH:11]=1. (2) Given the reactants [C:1]([C:3]1[N:8]=[CH:7][C:6]([S:9]([CH:12]2[CH2:17][CH2:16][N:15]([C:18]([O:20][C:21]([CH3:24])([CH3:23])[CH3:22])=[O:19])[CH2:14][CH2:13]2)(=[O:11])=[O:10])=[CH:5][CH:4]=1)#[N:2].[OH-].[NH4+].[H][H], predict the reaction product. The product is: [NH2:2][CH2:1][C:3]1[N:8]=[CH:7][C:6]([S:9]([CH:12]2[CH2:13][CH2:14][N:15]([C:18]([O:20][C:21]([CH3:24])([CH3:23])[CH3:22])=[O:19])[CH2:16][CH2:17]2)(=[O:10])=[O:11])=[CH:5][CH:4]=1. (3) The product is: [Cl:11][C:12]1[CH:17]=[CH:16][C:15]([S:18]([NH:7][C:6]2[CH:8]=[C:2]([Cl:1])[CH:3]=[CH:4][C:5]=2[S:9][CH3:10])(=[O:19])=[O:20])=[C:14]([F:22])[CH:13]=1. Given the reactants [Cl:1][C:2]1[CH:3]=[CH:4][C:5]([S:9][CH3:10])=[C:6]([CH:8]=1)[NH2:7].[Cl:11][C:12]1[CH:17]=[CH:16][C:15]([S:18](Cl)(=[O:20])=[O:19])=[C:14]([F:22])[CH:13]=1, predict the reaction product.